From a dataset of Catalyst prediction with 721,799 reactions and 888 catalyst types from USPTO. Predict which catalyst facilitates the given reaction. (1) Reactant: C[O:2][C:3]1[CH:8]=[CH:7][CH:6]=[CH:5][C:4]=1[N:9]1[CH2:30][CH2:29][C:12]2([C:16](=[O:17])[N:15]([C:18]3[CH:23]=[CH:22][C:21]([O:24][C:25]([F:28])([F:27])[F:26])=[CH:20][CH:19]=3)[CH2:14][CH2:13]2)[CH2:11][CH2:10]1. Product: [OH:2][C:3]1[CH:8]=[CH:7][CH:6]=[CH:5][C:4]=1[N:9]1[CH2:30][CH2:29][C:12]2([C:16](=[O:17])[N:15]([C:18]3[CH:23]=[CH:22][C:21]([O:24][C:25]([F:27])([F:28])[F:26])=[CH:20][CH:19]=3)[CH2:14][CH2:13]2)[CH2:11][CH2:10]1. The catalyst class is: 2. (2) Reactant: [Cl:1][C:2]1[N:7]=[N:6][C:5]([O:8][C:9]2[C:14]([CH3:15])=[CH:13][CH:12]=[CH:11][C:10]=2[CH:16]2[CH2:18][CH2:17]2)=[C:4]([OH:19])[CH:3]=1.[N:20]1[CH:25]=[CH:24][CH:23]=[CH:22][CH:21]=1.C(Cl)(Cl)=[O:27].C1(C)C=CC=CC=1.N1CCCC1. Product: [N:20]1([C:21]([O:19][C:4]2[CH:3]=[C:2]([Cl:1])[N:7]=[N:6][C:5]=2[O:8][C:9]2[C:14]([CH3:15])=[CH:13][CH:12]=[CH:11][C:10]=2[CH:16]2[CH2:18][CH2:17]2)=[O:27])[CH2:22][CH2:23][CH2:24][CH2:25]1. The catalyst class is: 226. (3) Reactant: [NH:1]1[C:5]2=[N+:6]([O-])[CH:7]=[CH:8][CH:9]=[C:4]2[CH:3]=[CH:2]1.CN(C)C=O.CS([Cl:20])(=O)=O.[OH-].[Na+]. Product: [Cl:20][C:9]1[CH:8]=[CH:7][N:6]=[C:5]2[NH:1][CH:2]=[CH:3][C:4]=12. The catalyst class is: 6. (4) Reactant: C([O:9][CH2:10][CH2:11][O:12][CH2:13][CH2:14][N:15]1[C:23]2[C:22](Cl)=[N:21][CH:20]=[N:19][C:18]=2[CH:17]=[CH:16]1)(=O)C1C=CC=CC=1.[Cl:25][C:26]1[CH:27]=[C:28]([CH:30]=[CH:31][C:32]=1[O:33][C:34]1[CH:39]=[CH:38][CH:37]=[C:36]([N:40]2[CH:44]=[CH:43][N:42]=[C:41]2[CH3:45])[CH:35]=1)[NH2:29].Cl.N1C=CC=CC=1.C(=O)(O)[O-].[Na+]. Product: [Cl:25][C:26]1[CH:27]=[C:28]([NH:29][C:22]2[C:23]3[N:15]([CH2:14][CH2:13][O:12][CH2:11][CH2:10][OH:9])[CH:16]=[CH:17][C:18]=3[N:19]=[CH:20][N:21]=2)[CH:30]=[CH:31][C:32]=1[O:33][C:34]1[CH:39]=[CH:38][CH:37]=[C:36]([N:40]2[CH:44]=[CH:43][N:42]=[C:41]2[CH3:45])[CH:35]=1. The catalyst class is: 60.